The task is: Regression. Given a peptide amino acid sequence and an MHC pseudo amino acid sequence, predict their binding affinity value. This is MHC class II binding data.. This data is from Peptide-MHC class II binding affinity with 134,281 pairs from IEDB. (1) The peptide sequence is TPQLVKNAGVLT. The MHC is DRB3_0301 with pseudo-sequence DRB3_0301. The binding affinity (normalized) is 0. (2) The peptide sequence is SEQGEFKLLSEEKVP. The MHC is HLA-DQA10201-DQB10303 with pseudo-sequence HLA-DQA10201-DQB10303. The binding affinity (normalized) is 0.